From a dataset of Reaction yield outcomes from USPTO patents with 853,638 reactions. Predict the reaction yield, written as a fraction of the theoretical maximum amount of product (1.0 means a 100% yield; for example, 0.34 means a 34% yield). (1) The reactants are [CH2:1]([O:3][C:4](=[O:17])[CH:5]([C:15]#[N:16])[C:6]1[C:11]([N+:12]([O-])=O)=[CH:10][CH:9]=[CH:8][N:7]=1)[CH3:2]. The catalyst is C(O)C.[Pd]. The product is [CH2:1]([O:3][C:4](=[O:17])[CH:5]([C:15]#[N:16])[C:6]1[C:11]([NH2:12])=[CH:10][CH:9]=[CH:8][N:7]=1)[CH3:2]. The yield is 0.990. (2) The reactants are [O:1]1[C:5]2[CH:6]=[CH:7][C:8]([C:10]3[S:11][CH:12]=[C:13]([C:15]([OH:17])=O)[N:14]=3)=[CH:9][C:4]=2[CH2:3][CH2:2]1.[F:18][C:19]([F:31])([F:30])[C:20]1[CH:29]=[CH:28][C:23]2[NH:24][C:25]([NH2:27])=[N:26][C:22]=2[CH:21]=1.F[P-](F)(F)(F)(F)F.N1(OC(N(C)C)=[N+](C)C)C2C=CC=CC=2N=N1.C(N(CC)C(C)C)(C)C. The catalyst is CN(C)C=O.CN(C)C1C=CN=CC=1. The product is [O:1]1[C:5]2[CH:6]=[CH:7][C:8]([C:10]3[S:11][CH:12]=[C:13]([C:15]([NH:27][C:25]4[NH:24][C:23]5[CH:28]=[CH:29][C:20]([C:19]([F:31])([F:18])[F:30])=[CH:21][C:22]=5[N:26]=4)=[O:17])[N:14]=3)=[CH:9][C:4]=2[CH2:3][CH2:2]1. The yield is 0.620.